This data is from Forward reaction prediction with 1.9M reactions from USPTO patents (1976-2016). The task is: Predict the product of the given reaction. (1) Given the reactants [NH:1]1[C:9]2[C:4](=[CH:5][CH:6]=[CH:7][CH:8]=2)[C:3]([CH2:10][C:11]2[CH:17]=[CH:16][C:14]([NH2:15])=[CH:13][C:12]=2[CH2:18][CH3:19])=[CH:2]1.[C:20](Cl)(=O)[O:21]C1C=CC([N+]([O-])=O)=CC=1.C(N(C(C)C)CC)(C)C.[NH2:42][CH2:43][CH2:44][N:45]1[CH2:50][CH2:49][N:48]([C:51]([O:53][C:54]([CH3:57])([CH3:56])[CH3:55])=[O:52])[CH2:47][CH2:46]1, predict the reaction product. The product is: [NH:1]1[C:9]2[C:4](=[CH:5][CH:6]=[CH:7][CH:8]=2)[C:3]([CH2:10][C:11]2[CH:17]=[CH:16][C:14]([NH:15][C:20](=[O:21])[NH:42][CH2:43][CH2:44][N:45]3[CH2:50][CH2:49][N:48]([C:51]([O:53][C:54]([CH3:57])([CH3:56])[CH3:55])=[O:52])[CH2:47][CH2:46]3)=[CH:13][C:12]=2[CH2:18][CH3:19])=[CH:2]1. (2) Given the reactants [CH3:1][C:2]1[N:3]=[C:4]([NH:15]C(=O)C)[S:5][C:6]=1[C:7]#[C:8][C:9]1[CH:10]=[N:11][CH:12]=[CH:13][CH:14]=1.O, predict the reaction product. The product is: [CH3:1][C:2]1[N:3]=[C:4]([NH2:15])[S:5][C:6]=1[C:7]#[C:8][C:9]1[CH:10]=[N:11][CH:12]=[CH:13][CH:14]=1. (3) Given the reactants [CH3:1][O:2][C:3]1[CH:4]=[C:5]([CH2:9][CH2:10][N:11]([C:20]2[CH:25]=[CH:24][CH:23]=[CH:22][CH:21]=2)[C:12](=O)[C:13]2[CH:18]=[CH:17][N:16]=[CH:15][CH:14]=2)[CH:6]=[CH:7][CH:8]=1, predict the reaction product. The product is: [CH3:1][O:2][C:3]1[CH:4]=[C:5]2[C:6](=[CH:7][CH:8]=1)[CH:12]([C:13]1[CH:18]=[CH:17][N:16]=[CH:15][CH:14]=1)[N:11]([C:20]1[CH:25]=[CH:24][CH:23]=[CH:22][CH:21]=1)[CH2:10][CH2:9]2. (4) Given the reactants [CH3:1][C:2]([CH3:36])([CH3:35])[C:3](=[O:34])[CH2:4][O:5][C:6]1[CH:11]=[CH:10][C:9]([C:12]([C:17]2[S:21][C:20]3[CH:22]=[CH:23][C:24]([C:26]([NH:28][CH2:29][C:30]([OH:32])=[O:31])=[O:27])=[CH:25][C:19]=3[CH:18]=2)([CH2:15][CH3:16])[CH2:13][CH3:14])=[CH:8][C:7]=1[CH3:33].[BH4-].[Na+], predict the reaction product. The product is: [CH2:13]([C:12]([C:17]1[S:21][C:20]2[CH:22]=[CH:23][C:24]([C:26]([NH:28][CH2:29][C:30]([OH:32])=[O:31])=[O:27])=[CH:25][C:19]=2[CH:18]=1)([C:9]1[CH:10]=[CH:11][C:6]([O:5][CH2:4][CH:3]([OH:34])[C:2]([CH3:35])([CH3:36])[CH3:1])=[C:7]([CH3:33])[CH:8]=1)[CH2:15][CH3:16])[CH3:14]. (5) Given the reactants Cl[C:2]([O:4][CH2:5][CH3:6])=[O:3].[N:7]1([C:21]([O:23][C:24]([CH3:27])([CH3:26])[CH3:25])=[O:22])[CH2:12][CH2:11][C:10]2([NH:17][CH2:16][CH2:15][N:14]3[CH:18]=[CH:19][CH:20]=[C:13]23)[CH2:9][CH2:8]1.C([O-])([O-])=O.[K+].[K+], predict the reaction product. The product is: [C:10]12([CH2:11][CH2:12][N:7]([C:21]([O:23][C:24]([CH3:27])([CH3:26])[CH3:25])=[O:22])[CH2:8][CH2:9]1)[N:17]([C:2]([O:4][CH2:5][CH3:6])=[O:3])[CH2:16][CH2:15][N:14]1[CH:18]=[CH:19][CH:20]=[C:13]21. (6) Given the reactants [Cl:1][C:2]1[CH:7]=[CH:6][C:5]([C@H:8]([NH:16][CH:17]([CH3:35])[CH2:18][C:19](N2[C@@H]3C[C@@H]4C(C)(C)[C@]3(CC4)CS2(=O)=O)=[O:20])[CH2:9][CH:10]2[CH2:15][CH2:14][O:13][CH2:12][CH2:11]2)=[C:4]([F:36])[C:3]=1[O:37][C:38]1[CH:43]=[CH:42][CH:41]=[CH:40][CH:39]=1.[OH-:44].[Li+], predict the reaction product. The product is: [Cl:1][C:2]1[CH:7]=[CH:6][C:5]([C@H:8]([NH:16][CH:17]([CH3:35])[CH2:18][C:19]([OH:20])=[O:44])[CH2:9][CH:10]2[CH2:11][CH2:12][O:13][CH2:14][CH2:15]2)=[C:4]([F:36])[C:3]=1[O:37][C:38]1[CH:43]=[CH:42][CH:41]=[CH:40][CH:39]=1.